The task is: Predict the product of the given reaction.. This data is from Forward reaction prediction with 1.9M reactions from USPTO patents (1976-2016). (1) Given the reactants Br[C:2]1[C:3]([NH2:8])=[N:4][CH:5]=[CH:6][CH:7]=1.[Si]([O:16][C:17]1[CH:22]=[CH:21][C:20](B(O)O)=[CH:19][CH:18]=1)(C(C)(C)C)(C)C.C(=O)([O-])[O-].[Na+].[Na+], predict the reaction product. The product is: [NH2:8][C:3]1[C:2]([C:20]2[CH:21]=[CH:22][C:17]([OH:16])=[CH:18][CH:19]=2)=[CH:7][CH:6]=[CH:5][N:4]=1. (2) Given the reactants C(OC([N:8]1[CH:12]=[CH:11][C:10]([N:13]([C:17]([C:19]2[C:24]([N:25]([S:29]([C:32]3[CH:37]=[CH:36][C:35]([Cl:38])=[C:34]([C:39]([F:42])([F:41])[F:40])[CH:33]=3)(=[O:31])=[O:30])COC)=[CH:23][C:22]([Cl:43])=[CH:21][N:20]=2)=[O:18])[CH:14]([CH3:16])[CH3:15])=[N:9]1)=O)(C)(C)C, predict the reaction product. The product is: [CH:14]([N:13]([C:10]1[CH:11]=[CH:12][NH:8][N:9]=1)[C:17]([C:19]1[C:24]([NH:25][S:29]([C:32]2[CH:37]=[CH:36][C:35]([Cl:38])=[C:34]([C:39]([F:42])([F:41])[F:40])[CH:33]=2)(=[O:30])=[O:31])=[CH:23][C:22]([Cl:43])=[CH:21][N:20]=1)=[O:18])([CH3:16])[CH3:15]. (3) The product is: [Cl:38][C:17]1[C:16]2[C:21](=[CH:22][CH:23]=[C:14]([C:11]3[CH2:10][C:9]([C:4]4[CH:5]=[C:6]([Cl:8])[CH:7]=[C:2]([Cl:1])[CH:3]=4)([C:25]([F:27])([F:26])[F:28])[O:13][N:12]=3)[CH:15]=2)[N:20]=[CH:19][CH:18]=1. Given the reactants [Cl:1][C:2]1[CH:3]=[C:4]([C:9]2([C:25]([F:28])([F:27])[F:26])[O:13][N:12]=[C:11]([C:14]3[CH:15]=[C:16]4[C:21](=[CH:22][CH:23]=3)[N+:20]([O-])=[CH:19][CH:18]=[CH:17]4)[CH2:10]2)[CH:5]=[C:6]([Cl:8])[CH:7]=1.C(OCC)(=O)C.O.P(Cl)(Cl)([Cl:38])=O, predict the reaction product. (4) Given the reactants Cl[C:2]1[N:7]=[C:6]([NH:8][CH:9]([C:13]2[CH:18]=[CH:17][CH:16]=[CH:15][CH:14]=2)[C:10]([NH2:12])=[O:11])[CH:5]=[N:4][CH:3]=1.C([O-])([O-])=O.[K+].[K+].[CH3:25][O:26][C:27]1[CH:28]=[C:29](B(O)O)[CH:30]=[CH:31][CH:32]=1, predict the reaction product. The product is: [CH3:25][O:26][C:27]1[CH:32]=[C:31]([C:2]2[N:7]=[C:6]([NH:8][CH:9]([C:13]3[CH:18]=[CH:17][CH:16]=[CH:15][CH:14]=3)[C:10]([NH2:12])=[O:11])[CH:5]=[N:4][CH:3]=2)[CH:30]=[CH:29][CH:28]=1. (5) Given the reactants [CH2:1]([N:4]1[CH2:9][CH2:8][O:7][CH2:6][CH2:5]1)[C:2]#[CH:3].Br[C:11]1[CH:16]=[CH:15][C:14](/[C:17](/[C:35]2[CH:40]=[CH:39][C:38]([Cl:41])=[CH:37][CH:36]=2)=[CH:18]/[CH2:19][O:20][C:21]2[CH:26]=[CH:25][C:24]([CH:27]([CH3:33])[C:28]([O:30][CH2:31][CH3:32])=[O:29])=[C:23]([CH3:34])[CH:22]=2)=[CH:13][CH:12]=1, predict the reaction product. The product is: [Cl:41][C:38]1[CH:37]=[CH:36][C:35](/[C:17](/[C:14]2[CH:13]=[CH:12][C:11]([C:3]#[C:2][CH2:1][N:4]3[CH2:9][CH2:8][O:7][CH2:6][CH2:5]3)=[CH:16][CH:15]=2)=[CH:18]\[CH2:19][O:20][C:21]2[CH:26]=[CH:25][C:24]([CH:27]([CH3:33])[C:28]([O:30][CH2:31][CH3:32])=[O:29])=[C:23]([CH3:34])[CH:22]=2)=[CH:40][CH:39]=1. (6) Given the reactants C[O:2][C:3]([C:5]1[C:6](Cl)=[N:7][C:8]2[C:13]([C:14]=1[C:15]1[CH:20]=[CH:19][CH:18]=[CH:17][CH:16]=1)=[CH:12][C:11]([C:21]#[N:22])=[CH:10][C:9]=2[CH3:23])=[O:4].[CH2:25]([NH:27][CH3:28])[CH3:26], predict the reaction product. The product is: [C:21]([C:11]1[CH:12]=[C:13]2[C:8](=[C:9]([CH3:23])[CH:10]=1)[N:7]=[C:6]([N:27]([CH2:25][CH3:26])[CH3:28])[C:5]([C:3]([OH:2])=[O:4])=[C:14]2[C:15]1[CH:16]=[CH:17][CH:18]=[CH:19][CH:20]=1)#[N:22].